From a dataset of Reaction yield outcomes from USPTO patents with 853,638 reactions. Predict the reaction yield, written as a fraction of the theoretical maximum amount of product (1.0 means a 100% yield; for example, 0.34 means a 34% yield). (1) The reactants are ClC(OCC)=O.[CH:7]1([O:12][C:13](=[O:28])[C@@H:14]([NH:20][C:21]([O:23][C:24]([CH3:27])([CH3:26])[CH3:25])=[O:22])[CH2:15][CH2:16][C:17](O)=[O:18])[CH2:11][CH2:10][CH2:9][CH2:8]1.CN1CCOCC1.[BH4-].[Na+].Cl. The catalyst is C1COCC1.O. The product is [CH:7]1([O:12][C:13](=[O:28])[C@@H:14]([NH:20][C:21]([O:23][C:24]([CH3:26])([CH3:25])[CH3:27])=[O:22])[CH2:15][CH2:16][CH2:17][OH:18])[CH2:11][CH2:10][CH2:9][CH2:8]1. The yield is 0.780. (2) The reactants are [Cl:1][C:2]1[CH:7]=[C:6]([I:8])[CH:5]=[CH:4][C:3]=1[NH:9][C:10](=O)[CH3:11].C(Cl)Cl.[N-:16]=[N+:17]=[N-:18].[Na+].FC(F)(F)S(OS(C(F)(F)F)(=O)=O)(=O)=O. The catalyst is C(#N)C. The product is [Cl:1][C:2]1[CH:7]=[C:6]([I:8])[CH:5]=[CH:4][C:3]=1[N:9]1[C:10]([CH3:11])=[N:18][N:17]=[N:16]1. The yield is 0.590. (3) The reactants are F[C:2]1[CH:9]=[CH:8][C:5]([CH:6]=[O:7])=[CH:4][CH:3]=1.C([O-])([O-])=O.[K+].[K+].[NH:16]1[CH:20]=[N:19][CH:18]=[N:17]1. The catalyst is CN(C=O)C.O. The product is [N:16]1([C:2]2[CH:9]=[CH:8][C:5]([CH:6]=[O:7])=[CH:4][CH:3]=2)[CH:20]=[N:19][CH:18]=[N:17]1. The yield is 0.650. (4) The reactants are [C:1]([C@@H:5]1[CH2:10][O:9][CH2:8][O:7][C@@H:6]1[O:11][CH3:12])([CH3:4])([CH3:3])[CH3:2].[N+:13]([CH2:16][CH2:17][CH2:18][CH2:19][CH2:20][CH2:21][C:22]([O-:24])=[O:23])([O-])=O.CO.N. The catalyst is [Pd].C1COCC1. The product is [C:1]([C@@H:5]1[CH2:10][O:9][CH2:8][O:7][C@@H:6]1[O:11][CH3:12])([CH3:4])([CH3:2])[CH3:3].[NH2:13][CH2:16][CH2:17][CH2:18][CH2:19][CH2:20][CH2:21][C:22]([O-:24])=[O:23]. The yield is 0.886.